From a dataset of Catalyst prediction with 721,799 reactions and 888 catalyst types from USPTO. Predict which catalyst facilitates the given reaction. (1) Reactant: Cl[C:2]1[S:6][N:5]=[C:4]([S:7][CH3:8])[N:3]=1.[N:9]1[CH:14]=[C:13]([CH2:15][OH:16])[CH:12]=[N:11][CH:10]=1.[H-].[Na+].[Cl-].[Na+]. Product: [N:9]1[CH:14]=[C:13]([CH2:15][O:16][C:2]2[S:6][N:5]=[C:4]([S:7][CH3:8])[N:3]=2)[CH:12]=[N:11][CH:10]=1. The catalyst class is: 9. (2) Reactant: Br[C:2]1[CH:7]=[CH:6][CH:5]=[CH:4][C:3]=1[CH2:8][OH:9].C([Li])(C)(C)C.[Br:15][C:16]1[CH:17]=[C:18]2[C:24]([CH:25]=[O:26])=[CH:23][N:22]([CH2:27][O:28][C:29](=[O:34])[C:30]([CH3:33])([CH3:32])[CH3:31])[C:19]2=[N:20][CH:21]=1. Product: [Br:15][C:16]1[CH:17]=[C:18]2[C:24]([CH:25]([OH:26])[C:2]3[CH:7]=[CH:6][CH:5]=[CH:4][C:3]=3[CH2:8][OH:9])=[CH:23][N:22]([CH2:27][O:28][C:29](=[O:34])[C:30]([CH3:32])([CH3:31])[CH3:33])[C:19]2=[N:20][CH:21]=1. The catalyst class is: 7. (3) Reactant: COC1C=CC(C[NH:8][C:9]2[N:14]=[C:13]([O:15][C:16]3[C:25]4[C:20](=[CH:21][CH:22]=[CH:23][CH:24]=4)[C:19]([NH:26]C(=O)OC(C)(C)C)=[CH:18][CH:17]=3)[CH:12]=[CH:11][N:10]=2)=CC=1. Product: [NH2:26][C:19]1[C:20]2[C:25](=[CH:24][CH:23]=[CH:22][CH:21]=2)[C:16]([O:15][C:13]2[CH:12]=[CH:11][N:10]=[C:9]([NH2:8])[N:14]=2)=[CH:17][CH:18]=1. The catalyst class is: 67.